This data is from Reaction yield outcomes from USPTO patents with 853,638 reactions. The task is: Predict the reaction yield, written as a fraction of the theoretical maximum amount of product (1.0 means a 100% yield; for example, 0.34 means a 34% yield). (1) The catalyst is O1CCCC1. The product is [C:9]([C:6]1[N:5]=[C:4]([C:14]([O:16][CH3:17])=[O:15])[C:3]([Cl:18])=[C:2]([NH2:1])[C:7]=1[F:8])(=[O:11])[CH3:10]. The yield is 0.850. The reactants are [NH2:1][C:2]1[C:7]([F:8])=[C:6]([C:9]([O:11]CC)=[CH2:10])[N:5]=[C:4]([C:14]([O:16][CH3:17])=[O:15])[C:3]=1[Cl:18].Cl. (2) The reactants are Br[C:2]1[S:6][C:5]([NH:7][C:8]([NH:10][C:11]2[CH:16]=[CH:15][C:14]([CH3:17])=[CH:13][C:12]=2[C:18]([CH:20]2[CH2:24][CH2:23][CH2:22][CH2:21]2)=[O:19])=[O:9])=[N:4][CH:3]=1.[CH3:25][O:26][C:27](=[O:35])[C:28]1[CH:33]=[CH:32][C:31]([SH:34])=[N:30][CH:29]=1. No catalyst specified. The product is [CH3:25][O:26][C:27](=[O:35])[C:28]1[CH:33]=[CH:32][C:31]([S:34][C:2]2[S:6][C:5]([NH:7][C:8]([NH:10][C:11]3[CH:16]=[CH:15][C:14]([CH3:17])=[CH:13][C:12]=3[C:18]([CH:20]3[CH2:24][CH2:23][CH2:22][CH2:21]3)=[O:19])=[O:9])=[N:4][CH:3]=2)=[N:30][CH:29]=1. The yield is 0.200. (3) The reactants are [CH3:1][N:2]1[C:7]2[CH:8]=[CH:9][CH:10]=[CH:11][C:6]=2[O:5][CH2:4][CH2:3]1.O=P(Cl)(Cl)Cl.CN([CH:20]=[O:21])C. The catalyst is O. The product is [CH3:1][N:2]1[C:7]2[CH:8]=[CH:9][C:10]([CH:20]=[O:21])=[CH:11][C:6]=2[O:5][CH2:4][CH2:3]1. The yield is 0.760.